From a dataset of Reaction yield outcomes from USPTO patents with 853,638 reactions. Predict the reaction yield, written as a fraction of the theoretical maximum amount of product (1.0 means a 100% yield; for example, 0.34 means a 34% yield). (1) The reactants are [Si:1]([O:18][CH:19]1[CH2:22][N:21]([C:23]2[S:24][CH:25]=[C:26]([C:28]([O:30]CC)=O)[N:27]=2)[CH2:20]1)([C:14]([CH3:17])([CH3:16])[CH3:15])([C:8]1[CH:13]=[CH:12][CH:11]=[CH:10][CH:9]=1)[C:2]1[CH:7]=[CH:6][CH:5]=[CH:4][CH:3]=1.[Cl-].[NH4+:34].C[Al](C)C.C(O)(=O)C.C(OCC)(=O)C. The catalyst is C1C=CC=CC=1. The product is [Si:1]([O:18][CH:19]1[CH2:20][N:21]([C:23]2[S:24][CH:25]=[C:26]([C:28](=[O:30])[NH2:34])[N:27]=2)[CH2:22]1)([C:14]([CH3:15])([CH3:16])[CH3:17])([C:2]1[CH:7]=[CH:6][CH:5]=[CH:4][CH:3]=1)[C:8]1[CH:9]=[CH:10][CH:11]=[CH:12][CH:13]=1. The yield is 0.910. (2) The reactants are Cl.[NH2:2][CH2:3][CH2:4][C:5]([O:7][CH2:8][CH3:9])=[O:6].C(N(CC)CC)C.FC(F)(F)S(O[Si:23]([CH3:26])([CH3:25])[CH3:24])(=O)=O. The catalyst is C1(C)C=CC=CC=1. The product is [CH3:24][Si:23]([N:2]([Si:23]([CH3:26])([CH3:25])[CH3:24])[CH2:3][CH2:4][C:5]([O:7][CH2:8][CH3:9])=[O:6])([CH3:26])[CH3:25]. The yield is 0.900. (3) The reactants are [F:1][C:2]1[CH:11]=[CH:10][C:5]([C:6]([NH2:9])=[N:7][OH:8])=[CH:4][CH:3]=1.[N:12]1[CH:17]=[CH:16][CH:15]=[CH:14][C:13]=1[C:18]#[C:19][CH2:20][CH2:21][C:22](O)=O.C1C=CC2N(O)N=NC=2C=1.CCN=C=NCCCN(C)C.Cl. The catalyst is O1CCOCC1. The product is [F:1][C:2]1[CH:11]=[CH:10][C:5]([C:6]2[N:9]=[C:22]([CH2:21][CH2:20][C:19]#[C:18][C:13]3[CH:14]=[CH:15][CH:16]=[CH:17][N:12]=3)[O:8][N:7]=2)=[CH:4][CH:3]=1. The yield is 0.250.